Dataset: Full USPTO retrosynthesis dataset with 1.9M reactions from patents (1976-2016). Task: Predict the reactants needed to synthesize the given product. (1) Given the product [F:1][C:2]1[CH:7]=[CH:6][C:5]([CH:8]=[O:9])=[CH:4][C:3]=1[O:10][CH3:11], predict the reactants needed to synthesize it. The reactants are: [F:1][C:2]1[CH:7]=[CH:6][C:5]([CH2:8][OH:9])=[CH:4][C:3]=1[O:10][CH3:11]. (2) Given the product [Cl:20][C:17]1[CH:18]=[CH:19][C:14]([C:11]([CH3:13])([CH3:12])[C:10](=[O:21])[CH2:9][S:28][C:24]2[N:23]([CH3:22])[CH:27]=[N:26][N:25]=2)=[CH:15][CH:16]=1, predict the reactants needed to synthesize it. The reactants are: C(N(CC)CC)C.Br[CH2:9][C:10](=[O:21])[C:11]([C:14]1[CH:19]=[CH:18][C:17]([Cl:20])=[CH:16][CH:15]=1)([CH3:13])[CH3:12].[CH3:22][N:23]1[CH:27]=[N:26][N:25]=[C:24]1[SH:28]. (3) Given the product [CH3:14][C@H:12]1[CH2:13][NH:8][CH2:9][C@@H:10]([NH:15][C:16](=[O:22])[O:17][C:18]([CH3:21])([CH3:20])[CH3:19])[CH2:11]1, predict the reactants needed to synthesize it. The reactants are: C([N:8]1[CH2:13][C@H:12]([CH3:14])[CH2:11][C@H:10]([NH:15][C:16](=[O:22])[O:17][C:18]([CH3:21])([CH3:20])[CH3:19])[CH2:9]1)C1C=CC=CC=1. (4) Given the product [Cl:8][C:9]1[CH:10]=[C:11]([CH:15]=[CH:16][C:17]=1[NH:18][C:19]1[CH2:23][CH2:22][C:21](=[O:24])[C:20]=1[CH3:25])[C:12]([NH:2][CH3:1])=[O:13], predict the reactants needed to synthesize it. The reactants are: [CH3:1][N:2]1CCOCC1.[Cl:8][C:9]1[CH:10]=[C:11]([CH:15]=[CH:16][C:17]=1[NH:18][C:19]1[CH2:23][CH2:22][C:21](=[O:24])[C:20]=1[CH3:25])[C:12](O)=[O:13].CN.CO. (5) Given the product [F:12][C:13]1[C:22]([C:23]2([C:24]([O:26][CH3:27])=[O:25])[CH2:28][O:9]2)=[C:21]2[C:16]([CH:17]=[CH:18][C:19]([O:29][CH3:30])=[N:20]2)=[CH:15][CH:14]=1, predict the reactants needed to synthesize it. The reactants are: ClC1C=CC=C(C(OO)=[O:9])C=1.[F:12][C:13]1[C:22]([C:23](=[CH2:28])[C:24]([O:26][CH3:27])=[O:25])=[C:21]2[C:16]([CH:17]=[CH:18][C:19]([O:29][CH3:30])=[N:20]2)=[CH:15][CH:14]=1.COC(=O)CC1C(F)=CC=C2C=1N=C(OC)C=C2.S([O-])([O-])=O.[Na+].[Na+].C(=O)(O)[O-].[Na+]. (6) Given the product [S:1]1[C:5]2[CH:6]=[CH:7][CH:8]=[CH:9][C:4]=2[C:3]([C:10]2[CH:11]=[C:12]([CH:13]=[CH:14][CH:15]=2)[CH2:16][O:17][C:19]2[CH:24]=[CH:23][C:22]([CH2:25][CH2:26][C:27]([O:29][CH3:30])=[O:28])=[CH:21][CH:20]=2)=[CH:2]1, predict the reactants needed to synthesize it. The reactants are: [S:1]1[C:5]2[CH:6]=[CH:7][CH:8]=[CH:9][C:4]=2[C:3]([C:10]2[CH:11]=[C:12]([CH2:16][OH:17])[CH:13]=[CH:14][CH:15]=2)=[CH:2]1.O[C:19]1[CH:24]=[CH:23][C:22]([CH2:25][CH2:26][C:27]([O:29][CH3:30])=[O:28])=[CH:21][CH:20]=1.C(P(CCCC)CCCC)CCC.N(C(N1CCCCC1)=O)=NC(N1CCCCC1)=O. (7) Given the product [Cl:38][C:39]1[N:40]=[CH:41][CH:42]=[C:43]2[C:44]=1[CH:45]=[C:16]([C:13]1[CH:14]=[CH:15][CH:10]=[CH:11][CH:12]=1)[C:48]([C:10]1[CH:15]=[CH:14][C:13]([C:16]3([NH:24][C:25](=[O:31])[O:26][C:27]([CH3:30])([CH3:29])[CH3:28])[CH2:19][C:18]4([O:20][CH2:21][CH2:22][O:23]4)[CH2:17]3)=[CH:12][CH:11]=1)=[N:47]2, predict the reactants needed to synthesize it. The reactants are: C1(CC([C:10]2[CH:15]=[CH:14][C:13]([C:16]3([NH:24][C:25](=[O:31])[O:26][C:27]([CH3:30])([CH3:29])[CH3:28])[CH2:19][C:18]4([O:23][CH2:22][CH2:21][O:20]4)[CH2:17]3)=[CH:12][CH:11]=2)=O)C=CC=CC=1.C(=O)([O-])[O-].[K+].[K+].[Cl:38][C:39]1[C:44]([CH:45]=O)=[C:43]([NH:47][C:48](=O)OC(C)(C)C)[CH:42]=[CH:41][N:40]=1.C(=O)(O)[O-].[Na+]. (8) Given the product [NH2:1][C:2]1[CH:7]=[C:6]([C:8]([F:10])([F:9])[F:11])[CH:5]=[CH:4][C:3]=1[S:12]([NH:15][C:16]1[CH:17]=[CH:18][CH:19]=[C:20]2[C:25]=1[N:24]=[CH:23][CH:22]=[C:21]2[O:26][CH3:27])(=[O:13])=[O:14], predict the reactants needed to synthesize it. The reactants are: [NH2:1][C:2]1[CH:7]=[C:6]([C:8]([F:11])([F:10])[F:9])[CH:5]=[CH:4][C:3]=1[S:12]([NH:15][C:16]1[C:17](Cl)=[CH:18][CH:19]=[C:20]2[C:25]=1[N:24]=[CH:23][CH:22]=[C:21]2[O:26][CH3:27])(=[O:14])=[O:13].C([O-])=O.[NH4+].